Dataset: Catalyst prediction with 721,799 reactions and 888 catalyst types from USPTO. Task: Predict which catalyst facilitates the given reaction. (1) Reactant: [CH3:1][S:2]([C:5]1[CH:10]=[CH:9][CH:8]=[CH:7][C:6]=1[C:11]1[CH:16]=[CH:15][C:14]([N:17]2[C:25](=[O:26])[C:24]3[N:23]([C:27]4[CH:28]=[C:29]([CH:32]=[CH:33][CH:34]=4)[C:30]#[N:31])[CH:22]=[N:21][C:20]=3[N:19]([CH2:35][CH2:36][CH3:37])[C:18]2=[O:38])=[CH:13][CH:12]=1)(=[O:4])=[O:3].Cl. Product: [NH2:31][CH2:30][C:29]1[CH:28]=[C:27]([N:23]2[C:24]3[C:25](=[O:26])[N:17]([C:14]4[CH:13]=[CH:12][C:11]([C:6]5[CH:7]=[CH:8][CH:9]=[CH:10][C:5]=5[S:2]([CH3:1])(=[O:4])=[O:3])=[CH:16][CH:15]=4)[C:18](=[O:38])[N:19]([CH2:35][CH2:36][CH3:37])[C:20]=3[N:21]=[CH:22]2)[CH:34]=[CH:33][CH:32]=1. The catalyst class is: 43. (2) Reactant: C(OC([NH:8][CH2:9][CH:10]1[CH:15]2[CH:11]1[CH2:12][N:13]([C:16]1[N:21]=[CH:20][C:19]([C:22]([O:24][CH2:25][CH3:26])=[O:23])=[CH:18][N:17]=1)[CH2:14]2)=O)(C)(C)C.Cl.O1CCOCC1. Product: [NH2:8][CH2:9][CH:10]1[CH:15]2[CH:11]1[CH2:12][N:13]([C:16]1[N:17]=[CH:18][C:19]([C:22]([O:24][CH2:25][CH3:26])=[O:23])=[CH:20][N:21]=1)[CH2:14]2. The catalyst class is: 2. (3) Reactant: [N:1]1([CH:6]([C:8]2[CH:9]=[C:10]3[C:14](=[CH:15][CH:16]=2)[NH:13][C:12]([C:17]([OH:19])=O)=[CH:11]3)[CH3:7])[CH2:5][CH2:4][CH2:3][CH2:2]1.[F:20][C:21]1[CH:22]=[C:23]([CH:25]=[C:26]([F:28])[CH:27]=1)[NH2:24].CN1CCOCC1.F[P-](F)(F)(F)(F)F.N1(OC(N(C)C)=[N+](C)C)C2C=CC=CC=2N=N1. Product: [F:20][C:21]1[CH:22]=[C:23]([NH:24][C:17]([C:12]2[NH:13][C:14]3[C:10]([CH:11]=2)=[CH:9][C:8]([CH:6]([N:1]2[CH2:2][CH2:3][CH2:4][CH2:5]2)[CH3:7])=[CH:16][CH:15]=3)=[O:19])[CH:25]=[C:26]([F:28])[CH:27]=1. The catalyst class is: 514. (4) Reactant: B(Cl)(Cl)Cl.[CH3:5][O:6][C:7](=[O:34])[C:8]1[CH:13]=[C:12]([O:14]C)[C:11]([CH3:16])=[C:10]([O:17]C)[C:9]=1[O:19][C:20]1[C:25]([CH:26]=[O:27])=[C:24]([O:28]C)[CH:23]=[C:22]([CH3:30])[C:21]=1[C:31]([OH:33])=[O:32]. Product: [CH3:5][O:6][C:7](=[O:34])[C:8]1[CH:13]=[C:12]([OH:14])[C:11]([CH3:16])=[C:10]([OH:17])[C:9]=1[O:19][C:20]1[C:25]([CH:26]=[O:27])=[C:24]([OH:28])[CH:23]=[C:22]([CH3:30])[C:21]=1[C:31]([OH:33])=[O:32]. The catalyst class is: 4. (5) Reactant: [CH2:1]([O:3][C:4]1[C:5]([B:14]2[O:18][C:17]([CH3:20])(C)C(C)(C)[O:15]2)=[C:6]([CH:9]=[CH:10][C:11]=1[O:12][CH3:13])C=O)[CH3:2].[N+:23](C)([O-:25])=[O:24]. Product: [CH2:1]([O:3][C:4]1[C:5]2[B:14]([OH:15])[O:18][CH:17]([CH2:20][N+:23]([O-:25])=[O:24])[C:6]=2[CH:9]=[CH:10][C:11]=1[O:12][CH3:13])[CH3:2]. The catalyst class is: 464. (6) Reactant: C[O:2][C:3](=[O:33])[CH:4]([NH:22][C:23](=[O:32])[C:24]1[C:29]([Cl:30])=[CH:28][CH:27]=[CH:26][C:25]=1[Cl:31])[CH2:5]/[CH:6]=[CH:7]/[C:8]1[CH:13]=[CH:12][C:11]([N:14]([CH3:21])[C:15]2[N:20]=[CH:19][CH:18]=[CH:17][N:16]=2)=[CH:10][CH:9]=1.O. Product: [Cl:31][C:25]1[CH:26]=[CH:27][CH:28]=[C:29]([Cl:30])[C:24]=1[C:23]([NH:22][CH:4]([CH2:5]/[CH:6]=[CH:7]/[C:8]1[CH:9]=[CH:10][C:11]([N:14]([CH3:21])[C:15]2[N:16]=[CH:17][CH:18]=[CH:19][N:20]=2)=[CH:12][CH:13]=1)[C:3]([OH:33])=[O:2])=[O:32]. The catalyst class is: 464.